This data is from Forward reaction prediction with 1.9M reactions from USPTO patents (1976-2016). The task is: Predict the product of the given reaction. (1) Given the reactants C(=O)([O-])[O-].[K+].[K+].I[CH:8]([CH3:10])[CH3:9].[N:11]1([C:17]2[C:22](=[O:23])[NH:21][CH:20]=[C:19]3[CH2:24][N:25]([CH2:28][CH2:29][C:30]4[CH:39]=[CH:38][C:37]5[C:32](=[CH:33][CH:34]=[CH:35][CH:36]=5)[N:31]=4)[C:26](=[O:27])[C:18]=23)[CH2:16][CH2:15][O:14][CH2:13][CH2:12]1, predict the reaction product. The product is: [CH:8]([N:21]1[C:22](=[O:23])[C:17]([N:11]2[CH2:12][CH2:13][O:14][CH2:15][CH2:16]2)=[C:18]2[C:26](=[O:27])[N:25]([CH2:28][CH2:29][C:30]3[CH:39]=[CH:38][C:37]4[C:32](=[CH:33][CH:34]=[CH:35][CH:36]=4)[N:31]=3)[CH2:24][C:19]2=[CH:20]1)([CH3:10])[CH3:9]. (2) Given the reactants [C:1]([C:4]([C@@H:17]1[CH2:21][CH2:20][N:19](CCCCCCC=O)[CH2:18]1)([C:11]1[CH:16]=[CH:15][CH:14]=[CH:13][CH:12]=1)[C:5]1[CH:10]=[CH:9][CH:8]=[CH:7][CH:6]=1)(=[O:3])[NH2:2].C(NC1CCN(CC2C=NC=CC=2OC)CC1)(C)C.C(O[BH-](OC(=O)C)OC(=O)C)(=O)C.[Na+].N1CCCC1, predict the reaction product. The product is: [C:1]([C:4]([C@@H:17]1[CH2:21][CH2:20][NH:19][CH2:18]1)([C:11]1[CH:12]=[CH:13][CH:14]=[CH:15][CH:16]=1)[C:5]1[CH:10]=[CH:9][CH:8]=[CH:7][CH:6]=1)(=[O:3])[NH2:2]. (3) Given the reactants [CH:1]([O:4][C:5]([N:7]([CH2:18][CH2:19][C:20]1[CH:25]=[CH:24][C:23]([N+:26]([O-])=O)=[CH:22][CH:21]=1)[CH2:8][C:9]1[CH:14]=[CH:13][C:12]([N+:15]([O-])=O)=[CH:11][CH:10]=1)=[O:6])([CH3:3])[CH3:2].[H][H], predict the reaction product. The product is: [CH:1]([O:4][C:5]([N:7]([CH2:18][CH2:19][C:20]1[CH:25]=[CH:24][C:23]([NH2:26])=[CH:22][CH:21]=1)[CH2:8][C:9]1[CH:14]=[CH:13][C:12]([NH2:15])=[CH:11][CH:10]=1)=[O:6])([CH3:3])[CH3:2]. (4) Given the reactants [OH-].[Na+].C([O:5][C:6]([CH:8]1[CH2:18][CH:17]2[N:19]([S:20]([C:23]3[CH:28]=[CH:27][C:26]([Cl:29])=[CH:25][CH:24]=3)(=[O:22])=[O:21])[CH:10]([CH2:11][C:12]3[NH:13][N:14]=[CH:15][C:16]=32)[CH2:9]1)=[O:7])C, predict the reaction product. The product is: [Cl:29][C:26]1[CH:27]=[CH:28][C:23]([S:20]([N:19]2[CH:10]3[CH2:9][CH:8]([C:6]([OH:7])=[O:5])[CH2:18][CH:17]2[C:16]2[CH:15]=[N:14][NH:13][C:12]=2[CH2:11]3)(=[O:22])=[O:21])=[CH:24][CH:25]=1.